This data is from NCI-60 drug combinations with 297,098 pairs across 59 cell lines. The task is: Regression. Given two drug SMILES strings and cell line genomic features, predict the synergy score measuring deviation from expected non-interaction effect. (1) Drug 1: CC12CCC(CC1=CCC3C2CCC4(C3CC=C4C5=CN=CC=C5)C)O. Drug 2: C#CCC(CC1=CN=C2C(=N1)C(=NC(=N2)N)N)C3=CC=C(C=C3)C(=O)NC(CCC(=O)O)C(=O)O. Cell line: OVCAR-4. Synergy scores: CSS=12.0, Synergy_ZIP=-1.41, Synergy_Bliss=3.54, Synergy_Loewe=3.72, Synergy_HSA=3.27. (2) Drug 1: CN1C2=C(C=C(C=C2)N(CCCl)CCCl)N=C1CCCC(=O)O.Cl. Drug 2: CC1=C(C(=O)C2=C(C1=O)N3CC4C(C3(C2COC(=O)N)OC)N4)N. Cell line: EKVX. Synergy scores: CSS=5.72, Synergy_ZIP=-3.16, Synergy_Bliss=-1.12, Synergy_Loewe=-11.3, Synergy_HSA=-1.29.